Task: Regression. Given a peptide amino acid sequence and an MHC pseudo amino acid sequence, predict their binding affinity value. This is MHC class I binding data.. Dataset: Peptide-MHC class I binding affinity with 185,985 pairs from IEDB/IMGT (1) The peptide sequence is LLVLLDYQGM. The MHC is HLA-A68:01 with pseudo-sequence HLA-A68:01. The binding affinity (normalized) is 0. (2) The peptide sequence is FPLMAKNEA. The MHC is HLA-A02:02 with pseudo-sequence HLA-A02:02. The binding affinity (normalized) is 0.0877. (3) The peptide sequence is LTAVEHIPT. The MHC is HLA-A02:01 with pseudo-sequence HLA-A02:01. The binding affinity (normalized) is 0. (4) The peptide sequence is NYFNRMFHF. The MHC is HLA-C07:02 with pseudo-sequence YDSGYREKYRQADVSNLYLRSDSYTLAALAYTWY. The binding affinity (normalized) is 0.898. (5) The peptide sequence is IPFIAYFVLM. The MHC is H-2-Db with pseudo-sequence H-2-Db. The binding affinity (normalized) is 0. (6) The peptide sequence is LTLKGTSYK. The MHC is BoLA-T2a with pseudo-sequence BoLA-T2a. The binding affinity (normalized) is 0.489. (7) The peptide sequence is ETKIGKAGY. The MHC is HLA-B58:01 with pseudo-sequence HLA-B58:01. The binding affinity (normalized) is 0.0847.